Dataset: Forward reaction prediction with 1.9M reactions from USPTO patents (1976-2016). Task: Predict the product of the given reaction. (1) Given the reactants [CH3:1][O:2][C:3]1[CH:4]=[C:5]([SH:9])[CH:6]=[CH:7][CH:8]=1.C(=O)([O-])[O-].[K+].[K+].Br[CH2:17][CH:18]([O:21][CH3:22])[O:19][CH3:20].O, predict the reaction product. The product is: [CH3:20][O:19][CH:18]([O:21][CH3:22])[CH2:17][S:9][C:5]1[CH:6]=[CH:7][CH:8]=[C:3]([O:2][CH3:1])[CH:4]=1. (2) The product is: [C:1]([O:4][C:5]1([CH2:8][OH:9])[CH2:7][CH2:6]1)(=[O:3])[CH3:2]. Given the reactants [C:1]([O:4][C:5]1([CH2:8][O:9]C2CCCCO2)[CH2:7][CH2:6]1)(=[O:3])[CH3:2].CC1C=CC(S([O-])(=O)=O)=CC=1.C1C=C[NH+]=CC=1, predict the reaction product. (3) Given the reactants [C:1]([O:4][C@H:5]1[C@@H:10]([O:11][C:12](=[O:14])[CH3:13])[C@H:9]([O:15][C:16](=[O:18])[CH3:17])[C@@H:8]([CH2:19][O:20][C:21](=[O:23])[CH3:22])[O:7][C@@H:6]1[O:24][C@H:25]1[C@H:30]([O:31][C:32](=[O:34])[CH3:33])[C@@H:29]([CH2:35][O:36][C:37](=[O:39])[CH3:38])[O:28][C@H:27]([O:40][C@H:41]2[C@H:46]([O:47][C:48](=[O:50])[CH3:49])[C@@H:45]([CH2:51][O:52][C:53](=[O:55])[CH3:54])[O:44][C@H:43]([O:56][C@H:57]3[C@H:62]([O:63][C:64](=[O:66])[CH3:65])[C@@H:61]([CH2:67][O:68][C:69](=[O:71])[CH3:70])[O:60][C@H:59]([O:72][C@H:73]4[C@@H:94]([O:95][C:96](=[O:98])[CH3:97])[C@H:93]([O:99][C:100](=[O:102])[CH3:101])[C@@H:92]([CH2:103][O:104][C:105](=[O:107])[CH3:106])[O:91][C@@H:74]4[O:75][CH2:76][CH2:77][CH2:78][CH2:79][CH2:80][CH2:81][CH2:82][CH2:83][CH2:84][CH2:85][CH2:86][CH2:87][N:88]=[N+:89]=[N-:90])[C@H:58]3[O:108][C:109](=[O:111])[CH3:110])[C@H:42]2[O:112][C:113](=[O:115])[CH3:114])[C@H:26]1[O:116][C:117](=[O:119])[CH3:118])(=[O:3])[CH3:2].[C:120]([C:122]1[C:131]2[C:126](=[CH:127][CH:128]=[CH:129][CH:130]=2)[CH:125]=[CH:124][CH:123]=1)#[CH:121].O=C1O[C@H]([C@H](CO)O)C([O-])=C1O.[Na+], predict the reaction product. The product is: [C:1]([O:4][C@H:5]1[C@@H:10]([O:11][C:12](=[O:14])[CH3:13])[C@H:9]([O:15][C:16](=[O:18])[CH3:17])[C@@H:8]([CH2:19][O:20][C:21](=[O:23])[CH3:22])[O:7][C@@H:6]1[O:24][C@H:25]1[C@H:30]([O:31][C:32](=[O:34])[CH3:33])[C@@H:29]([CH2:35][O:36][C:37](=[O:39])[CH3:38])[O:28][C@H:27]([O:40][C@H:41]2[C@H:46]([O:47][C:48](=[O:50])[CH3:49])[C@@H:45]([CH2:51][O:52][C:53](=[O:55])[CH3:54])[O:44][C@H:43]([O:56][C@H:57]3[C@H:62]([O:63][C:64](=[O:66])[CH3:65])[C@@H:61]([CH2:67][O:68][C:69](=[O:71])[CH3:70])[O:60][C@H:59]([O:72][C@H:73]4[C@@H:94]([O:95][C:96](=[O:98])[CH3:97])[C@H:93]([O:99][C:100](=[O:102])[CH3:101])[C@@H:92]([CH2:103][O:104][C:105](=[O:107])[CH3:106])[O:91][C@@H:74]4[O:75][CH2:76][CH2:77][CH2:78][CH2:79][CH2:80][CH2:81][CH2:82][CH2:83][CH2:84][CH2:85][CH2:86][CH2:87][N:88]4[CH:121]=[C:120]([C:122]5[C:131]6[C:126](=[CH:127][CH:128]=[CH:129][CH:130]=6)[CH:125]=[CH:124][CH:123]=5)[N:90]=[N:89]4)[C@H:58]3[O:108][C:109](=[O:111])[CH3:110])[C@H:42]2[O:112][C:113](=[O:115])[CH3:114])[C@H:26]1[O:116][C:117](=[O:119])[CH3:118])(=[O:3])[CH3:2]. (4) The product is: [F:40][C@H:35]1[C@@H:34]([O:33][C:3]2[CH:2]=[CH:9][C:8]([C:10]3[N:15]=[C:14]([NH:16][C:17]4[CH:18]=[CH:19][C:20]([N:23]5[CH2:28][CH2:27][N:26]([CH:29]6[CH2:32][O:31][CH2:30]6)[CH2:25][CH2:24]5)=[CH:21][CH:22]=4)[N:13]=[CH:12][N:11]=3)=[CH:7][C:4]=2[C:5]#[N:6])[CH2:39][CH2:38][N:37]([C:70]([C@@H:68]2[CH2:67][C:66](=[O:65])[NH:69]2)=[O:71])[CH2:36]1. Given the reactants F[C:2]1[C:3]([O:33][C@H:34]2[CH2:39][CH2:38][NH:37][CH2:36][C@H:35]2[F:40])=[C:4]([CH:7]=[C:8]([C:10]2[N:15]=[C:14]([NH:16][C:17]3[CH:22]=[CH:21][C:20]([N:23]4[CH2:28][CH2:27][N:26]([CH:29]5[CH2:32][O:31][CH2:30]5)[CH2:25][CH2:24]4)=[CH:19][CH:18]=3)[N:13]=[CH:12][N:11]=2)[CH:9]=1)[C:5]#[N:6].CN(C(ON1N=NC2C=CC=NC1=2)=[N+](C)C)C.F[P-](F)(F)(F)(F)F.[O:65]=[C:66]1[NH:69][C@H:68]([C:70](O)=[O:71])[CH2:67]1, predict the reaction product. (5) The product is: [F:1][C:2]([F:15])([F:14])[S:3]([O:6][C:17]1[C:27]2[O:26][CH2:25][CH2:24][N:23]([C:28]([O:30][C:31]([CH3:34])([CH3:33])[CH3:32])=[O:29])[CH2:22][C:21]=2[CH:20]=[CH:19][CH:18]=1)(=[O:5])=[O:4]. Given the reactants [F:1][C:2]([F:15])([F:14])[S:3]([O:6]S(C(F)(F)F)(=O)=O)(=[O:5])=[O:4].O[C:17]1[C:27]2[O:26][CH2:25][CH2:24][N:23]([C:28]([O:30][C:31]([CH3:34])([CH3:33])[CH3:32])=[O:29])[CH2:22][C:21]=2[CH:20]=[CH:19][CH:18]=1, predict the reaction product. (6) Given the reactants [C:1]([C@@H:5]1[NH:9][C:8](=O)[C@@H:7]([F:11])[CH2:6]1)([CH3:4])([CH3:3])[CH3:2].[F:12][B-:13]([F:16])([F:15])[F:14].[CH3:17][O+](C)C.[F:21][C:22]1[C:27]([NH:28][NH2:29])=[C:26]([F:30])[C:25]([F:31])=[C:24]([F:32])[C:23]=1[F:33], predict the reaction product. The product is: [F:12][B-:13]([F:16])([F:15])[F:14].[C:1]([C@H:5]1[N:9]2[C:8](=[N:29][N+:28]([C:27]3[C:22]([F:21])=[C:23]([F:33])[C:24]([F:32])=[C:25]([F:31])[C:26]=3[F:30])=[CH:17]2)[C@H:7]([F:11])[CH2:6]1)([CH3:4])([CH3:3])[CH3:2]. (7) Given the reactants [NH2:1][C:2]1[C:7]([C:8]#[N:9])=[CH:6][N:5]=[C:4]([C:10]([F:19])([F:18])[C:11]([F:17])([F:16])[C:12]([F:15])([F:14])[F:13])[N:3]=1.CO[CH:22](OC)[N:23]([CH3:25])[CH3:24], predict the reaction product. The product is: [C:8]([C:7]1[C:2]([N:1]=[CH:22][N:23]([CH3:25])[CH3:24])=[N:3][C:4]([C:10]([F:19])([F:18])[C:11]([F:16])([F:17])[C:12]([F:13])([F:14])[F:15])=[N:5][CH:6]=1)#[N:9]. (8) Given the reactants [CH:1]([C:3]1[CH:11]=[CH:10][CH:9]=[C:8]2[C:4]=1[CH2:5][N:6]([C:12]([O:14][C:15]([CH3:18])([CH3:17])[CH3:16])=[O:13])[CH2:7]2)=[O:2].[BH4-].[Na+].O.C(OCC)(=O)C, predict the reaction product. The product is: [OH:2][CH2:1][C:3]1[CH:11]=[CH:10][CH:9]=[C:8]2[C:4]=1[CH2:5][N:6]([C:12]([O:14][C:15]([CH3:18])([CH3:17])[CH3:16])=[O:13])[CH2:7]2.